From a dataset of Forward reaction prediction with 1.9M reactions from USPTO patents (1976-2016). Predict the product of the given reaction. (1) Given the reactants [Cl:1][C:2]1[CH:7]=[CH:6][CH:5]=[CH:4][C:3]=1[S:8]([N:11]1[CH2:16][CH2:15][NH:14][C:13]2[N:17]=[CH:18][C:19](I)=[CH:20][C:12]1=2)(=[O:10])=[O:9].[CH3:22][N:23]1[CH2:28][CH2:27][N:26]([C:29]2[CH:34]=[CH:33][C:32](B3OC(C)(C)C(C)(C)O3)=[CH:31][N:30]=2)[CH2:25][CH2:24]1, predict the reaction product. The product is: [Cl:1][C:2]1[CH:7]=[CH:6][CH:5]=[CH:4][C:3]=1[S:8]([N:11]1[CH2:16][CH2:15][NH:14][C:13]2[N:17]=[CH:18][C:19]([C:32]3[CH:31]=[N:30][C:29]([N:26]4[CH2:25][CH2:24][N:23]([CH3:22])[CH2:28][CH2:27]4)=[CH:34][CH:33]=3)=[CH:20][C:12]1=2)(=[O:10])=[O:9]. (2) Given the reactants [CH3:1][O:2][C:3]1[CH:8]=[CH:7][C:6](B(O)O)=[CH:5][CH:4]=1.[CH2:12]([NH:14][C:15]([C:17]1[C:21](Br)=[C:20]([C:23]2[CH:28]=[C:27]([Cl:29])[C:26]([O:30][CH2:31][C:32]3[CH:37]=[CH:36][CH:35]=[CH:34][CH:33]=3)=[CH:25][C:24]=2[O:38][CH2:39][C:40]2[CH:45]=[CH:44][CH:43]=[CH:42][CH:41]=2)[O:19][N:18]=1)=[O:16])[CH3:13].C(=O)([O-])O.[Na+].CN(C=O)C, predict the reaction product. The product is: [CH2:12]([NH:14][C:15]([C:17]1[C:21]([C:6]2[CH:7]=[CH:8][C:3]([O:2][CH3:1])=[CH:4][CH:5]=2)=[C:20]([C:23]2[CH:28]=[C:27]([Cl:29])[C:26]([O:30][CH2:31][C:32]3[CH:37]=[CH:36][CH:35]=[CH:34][CH:33]=3)=[CH:25][C:24]=2[O:38][CH2:39][C:40]2[CH:45]=[CH:44][CH:43]=[CH:42][CH:41]=2)[O:19][N:18]=1)=[O:16])[CH3:13]. (3) Given the reactants C[Mg]Br.C(OC[C@@H]1[C@@H](F)C(=O)[C@H](OC)O1)(=O)C1C=CC=CC=1.O.[C:24]([O:32][CH2:33][C@@H:34]1[C@@H:38]([F:39])[C@@:37]([OH:41])([CH3:40])[C@H:36]([O:42][CH3:43])[O:35]1)(=[O:31])[C:25]1[CH:30]=[CH:29][CH:28]=[CH:27][CH:26]=1, predict the reaction product. The product is: [C:24]([O:32][CH2:33][C@@H:34]1[C@@H:38]([F:39])[C@:37]([OH:41])([CH3:40])[C@H:36]([O:42][CH3:43])[O:35]1)(=[O:31])[C:25]1[CH:26]=[CH:27][CH:28]=[CH:29][CH:30]=1. (4) Given the reactants [F:1][C:2]1[CH:33]=[CH:32][C:5]([CH2:6][NH:7][C:8]([C:10]2[CH:31]=[CH:30][C:13]3[S:14][C:15]4[CH:29]=[CH:28][CH:27]=[CH:26][C:16]=4[C:17]([C:19]4[CH:24]=[CH:23][C:22]([Cl:25])=[CH:21][CH:20]=4)=[N:18][C:12]=3[CH:11]=2)=[O:9])=[CH:4][CH:3]=1.OO.C(=O)(O)[O-:37].[Na+], predict the reaction product. The product is: [F:1][C:2]1[CH:3]=[CH:4][C:5]([CH2:6][NH:7][C:8]([C:10]2[CH:31]=[CH:30][C:13]3[S:14](=[O:37])[C:15]4[CH:29]=[CH:28][CH:27]=[CH:26][C:16]=4[C:17]([C:19]4[CH:24]=[CH:23][C:22]([Cl:25])=[CH:21][CH:20]=4)=[N:18][C:12]=3[CH:11]=2)=[O:9])=[CH:32][CH:33]=1. (5) Given the reactants [CH2:1]([O:3][C:4]([CH:6]1[C:14]2[C:9](=[CH:10][C:11]([NH:15][C:16]3[C:21]([N+:22]([O-])=O)=[CH:20][CH:19]=[CH:18][N:17]=3)=[CH:12][CH:13]=2)[C:8](=[O:25])[CH2:7]1)=[O:5])[CH3:2], predict the reaction product. The product is: [CH2:1]([O:3][C:4]([CH:6]1[C:14]2[C:9](=[CH:10][C:11]([NH:15][C:16]3[C:21]([NH2:22])=[CH:20][CH:19]=[CH:18][N:17]=3)=[CH:12][CH:13]=2)[C:8](=[O:25])[CH2:7]1)=[O:5])[CH3:2]. (6) Given the reactants C(N(CC)CC)C.[F:8]N1N=C(F)C=C(F)N1.[Cl:17][C:18]1[CH:26]=[CH:25][C:21]([C:22](O)=[O:23])=[C:20]([NH:27][CH2:28][C:29]2[CH:34]=[CH:33][CH:32]=[CH:31][N:30]=2)[N:19]=1, predict the reaction product. The product is: [Cl:17][C:18]1[CH:26]=[CH:25][C:21]([C:22]([F:8])=[O:23])=[C:20]([NH:27][CH2:28][C:29]2[CH:34]=[CH:33][CH:32]=[CH:31][N:30]=2)[N:19]=1. (7) Given the reactants [S:1]1[CH:5]=[CH:4][CH:3]=[C:2]1[CH:6]=O.Cl.[S:9]([C:13]1[CH:18]=[CH:17][C:16]([NH:19][NH2:20])=[CH:15][CH:14]=1)(=[O:12])(=[O:11])[NH2:10], predict the reaction product. The product is: [S:9]([C:13]1[CH:14]=[CH:15][C:16]([NH:19][N:20]=[CH:6][C:2]2[S:1][CH:5]=[CH:4][CH:3]=2)=[CH:17][CH:18]=1)(=[O:12])(=[O:11])[NH2:10]. (8) Given the reactants Br[C:2]1[CH:7]=[C:6]([C:8]([CH3:11])([CH3:10])[CH3:9])[CH:5]=[C:4]([Br:12])[CH:3]=1.[Li]C(C)(C)C.CN([CH:21]=[O:22])C, predict the reaction product. The product is: [Br:12][C:4]1[CH:3]=[C:2]([CH:7]=[C:6]([C:8]([CH3:11])([CH3:10])[CH3:9])[CH:5]=1)[CH:21]=[O:22]. (9) Given the reactants S(Cl)(Cl)=O.[F:5][C:6]1[CH:21]=[CH:20][CH:19]=[C:18]([F:22])[C:7]=1[C:8]([NH:10][CH:11]([CH2:15][CH:16]=[CH2:17])[C:12]([OH:14])=[O:13])=[O:9].[CH3:23]O, predict the reaction product. The product is: [CH3:23][O:13][C:12](=[O:14])[CH:11]([NH:10][C:8](=[O:9])[C:7]1[C:6]([F:5])=[CH:21][CH:20]=[CH:19][C:18]=1[F:22])[CH2:15][CH:16]=[CH2:17]. (10) Given the reactants Br[C:2]1[CH:7]=[CH:6][C:5]([N+:8]([O-:10])=[O:9])=[CH:4][C:3]=1[O:11][CH3:12].C[Si]([CH2:17][C:18]#[N:19])(C)C, predict the reaction product. The product is: [CH3:12][O:11][C:3]1[CH:4]=[C:5]([N+:8]([O-:10])=[O:9])[CH:6]=[CH:7][C:2]=1[CH2:17][C:18]#[N:19].